Task: Regression. Given a peptide amino acid sequence and an MHC pseudo amino acid sequence, predict their binding affinity value. This is MHC class II binding data.. Dataset: Peptide-MHC class II binding affinity with 134,281 pairs from IEDB (1) The peptide sequence is FLAVAVVLGLATSPT. The MHC is DRB1_0405 with pseudo-sequence DRB1_0405. The binding affinity (normalized) is 0.451. (2) The peptide sequence is EGLKLLSLCIEIDSC. The MHC is DRB1_0101 with pseudo-sequence DRB1_0101. The binding affinity (normalized) is 0.378.